From a dataset of Catalyst prediction with 721,799 reactions and 888 catalyst types from USPTO. Predict which catalyst facilitates the given reaction. (1) Reactant: [Cl:1][C:2]1[C:3](I)=[CH:4][C:5]([OH:12])=[C:6]([CH:11]=1)[C:7]([O:9][CH3:10])=[O:8].[CH3:14][Si:15]([C:18]#[CH:19])([CH3:17])[CH3:16]. Product: [Cl:1][C:2]1[C:3]([C:19]#[C:18][Si:15]([CH3:17])([CH3:16])[CH3:14])=[CH:4][C:5]([OH:12])=[C:6]([CH:11]=1)[C:7]([O:9][CH3:10])=[O:8]. The catalyst class is: 337. (2) Reactant: [F:1][C:2]1[CH:7]=[CH:6][C:5]([O:8][CH3:9])=[CH:4][C:3]=1[C:10]1[CH:15]=[CH:14][C:13]([OH:16])=[CH:12][C:11]=1[CH2:17][C:18]([CH3:21])([CH3:20])[CH3:19].[CH:22]1([CH:25]([C:32]2[CH:37]=[CH:36][N:35]=[C:34]([CH2:38]O)[CH:33]=2)[CH2:26][C:27]([O:29][CH2:30][CH3:31])=[O:28])[CH2:24][CH2:23]1.C1(P(C2C=CC=CC=2)C2C=CC=CC=2)C=CC=CC=1.N(C(OCC)=O)=NC(OCC)=O. Product: [CH:22]1([CH:25]([C:32]2[CH:37]=[CH:36][N:35]=[C:34]([CH2:38][O:16][C:13]3[CH:14]=[CH:15][C:10]([C:3]4[CH:4]=[C:5]([O:8][CH3:9])[CH:6]=[CH:7][C:2]=4[F:1])=[C:11]([CH2:17][C:18]([CH3:21])([CH3:20])[CH3:19])[CH:12]=3)[CH:33]=2)[CH2:26][C:27]([O:29][CH2:30][CH3:31])=[O:28])[CH2:24][CH2:23]1. The catalyst class is: 182. (3) Reactant: [F:1][C:2]1([F:23])[CH2:7][CH2:6][CH:5]([NH:8][C:9]([NH:11][C:12]([NH:14][CH:15]2[CH2:20][CH2:19][C:18]([F:22])([F:21])[CH2:17][CH2:16]2)=[NH:13])=[NH:10])[CH2:4][CH2:3]1.[CH3:24][N:25]1[CH:29]=[CH:28][C:27]([C:30](OC)=O)=[N:26]1.C[O-].[Na+].O. Product: [F:1][C:2]1([F:23])[CH2:7][CH2:6][CH:5]([NH:8][C:9]2[N:11]=[C:12]([NH:14][CH:15]3[CH2:20][CH2:19][C:18]([F:21])([F:22])[CH2:17][CH2:16]3)[N:13]=[C:30]([C:27]3[CH:28]=[CH:29][N:25]([CH3:24])[N:26]=3)[N:10]=2)[CH2:4][CH2:3]1. The catalyst class is: 5. (4) Reactant: Cl.[CH3:2][O:3][C:4]1[CH:9]=[CH:8][C:7]([NH:10][NH2:11])=[CH:6][CH:5]=1.C[O-].[Na+].CN(/[CH:18]=[C:19]1\[CH2:20][CH2:21][C:22]2[C:26]([C:27]\1=O)=[N:25][N:24]([CH2:29][CH2:30][CH2:31][NH:32][C:33]([C:46]1[CH:51]=[CH:50][CH:49]=[CH:48][CH:47]=1)([C:40]1[CH:45]=[CH:44][CH:43]=[CH:42][CH:41]=1)[C:34]1[CH:39]=[CH:38][CH:37]=[CH:36][CH:35]=1)[C:23]=2[C:52]([O:54][CH2:55][CH3:56])=[O:53])C. Product: [C:33]([NH:32][CH2:31][CH2:30][CH2:29][N:24]1[C:23]([C:52]([O:54][CH2:55][CH3:56])=[O:53])=[C:22]2[CH2:21][CH2:20][C:19]3[CH:18]=[N:11][N:10]([C:7]4[CH:8]=[CH:9][C:4]([O:3][CH3:2])=[CH:5][CH:6]=4)[C:27]=3[C:26]2=[N:25]1)([C:46]1[CH:51]=[CH:50][CH:49]=[CH:48][CH:47]=1)([C:40]1[CH:41]=[CH:42][CH:43]=[CH:44][CH:45]=1)[C:34]1[CH:39]=[CH:38][CH:37]=[CH:36][CH:35]=1. The catalyst class is: 5. (5) Reactant: OC(C(F)(F)F)=O.[CH3:8][O:9][C:10](=[O:32])[C@H:11]([CH2:13][C:14]1[CH:19]=[CH:18][C:17]([NH:20][C:21]([C:23]2[CH:28]=[C:27]([C:29]#[N:30])[CH:26]=[CH:25][C:24]=2[Cl:31])=[O:22])=[CH:16][CH:15]=1)[NH2:12].CN(C(ON1N=NC2C=CC=CC1=2)=[N+](C)C)C.F[P-](F)(F)(F)(F)F.[CH3:57][O:58][CH2:59][CH2:60][C:61]1([C:66](O)=[O:67])[CH2:65][CH2:64][CH2:63][CH2:62]1.C(N(C(C)C)CC)(C)C. Product: [CH3:8][O:9][C:10](=[O:32])[C@H:11]([CH2:13][C:14]1[CH:15]=[CH:16][C:17]([NH:20][C:21]([C:23]2[CH:28]=[C:27]([C:29]#[N:30])[CH:26]=[CH:25][C:24]=2[Cl:31])=[O:22])=[CH:18][CH:19]=1)[NH:12][C:66]([C:61]1([CH2:60][CH2:59][O:58][CH3:57])[CH2:65][CH2:64][CH2:63][CH2:62]1)=[O:67]. The catalyst class is: 39.